Task: Predict the product of the given reaction.. Dataset: Forward reaction prediction with 1.9M reactions from USPTO patents (1976-2016) (1) Given the reactants [CH3:1][Si:2]([CH3:35])([CH3:34])[CH2:3][CH2:4][O:5][CH2:6][N:7]1[C:11]2[N:12]=[CH:13][N:14]=[C:15]([C:16]3[CH:17]=[N:18][N:19]([CH:21]([CH2:28][C:29](OCC)=[O:30])[CH2:22][C:23](OCC)=[O:24])[CH:20]=3)[C:10]=2[CH:9]=[CH:8]1.[AlH4-].[Li+], predict the reaction product. The product is: [CH3:35][Si:2]([CH3:1])([CH3:34])[CH2:3][CH2:4][O:5][CH2:6][N:7]1[C:11]2[N:12]=[CH:13][N:14]=[C:15]([C:16]3[CH:17]=[N:18][N:19]([CH:21]([CH2:22][CH2:23][OH:24])[CH2:28][CH2:29][OH:30])[CH:20]=3)[C:10]=2[CH:9]=[CH:8]1. (2) The product is: [Cl:1][C:2]1[CH:7]=[CH:6][C:5]([N:8]2[C:9]3[CH:28]=[CH:27][CH:26]=[CH:25][C:10]=3[N:11]([C@@H:15]([C:19]3[CH:20]=[CH:21][CH:22]=[CH:23][CH:24]=3)[CH2:16][CH2:17][NH:32][CH3:31])[S:12]2(=[O:14])=[O:13])=[CH:4][CH:3]=1. Given the reactants [Cl:1][C:2]1[CH:7]=[CH:6][C:5]([N:8]2[S:12](=[O:14])(=[O:13])[N:11]([CH:15]([C:19]3[CH:24]=[CH:23][CH:22]=[CH:21][CH:20]=3)[CH2:16][CH2:17]Cl)[C:10]3[CH:25]=[CH:26][CH:27]=[CH:28][C:9]2=3)=[CH:4][CH:3]=1.[I-].[Na+].[CH3:31][NH2:32], predict the reaction product. (3) Given the reactants [CH2:1]([NH:5][C:6](=[O:11])[O:7][CH2:8][C:9]#[CH:10])[CH2:2][CH2:3][CH3:4].[OH-].[Na+].[I-:14].[Na+].ClCl, predict the reaction product. The product is: [CH2:1]([NH:5][C:6](=[O:11])[O:7][CH2:8][C:9]#[C:10][I:14])[CH2:2][CH2:3][CH3:4]. (4) Given the reactants [Cl:1][C:2]1[CH:7]=[CH:6][CH:5]=[C:4]([CH3:8])[C:3]=1[NH:9][C:10]1[NH:11][C:12]2[C:18]3[CH2:19][C:20]([CH3:23])([CH3:22])[O:21][C:17]=3[C:16]([C:24]([O:26]C)=O)=[CH:15][C:13]=2[N:14]=1.[F:28][C:29]([F:38])([F:37])[C:30]1[N:35]=[CH:34][C:33]([NH2:36])=[CH:32][CH:31]=1.C[Al](C)C, predict the reaction product. The product is: [Cl:1][C:2]1[CH:7]=[CH:6][CH:5]=[C:4]([CH3:8])[C:3]=1[NH:9][C:10]1[NH:11][C:12]2[C:18]3[CH2:19][C:20]([CH3:22])([CH3:23])[O:21][C:17]=3[C:16]([C:24]([NH:36][C:33]3[CH:34]=[N:35][C:30]([C:29]([F:38])([F:28])[F:37])=[CH:31][CH:32]=3)=[O:26])=[CH:15][C:13]=2[N:14]=1. (5) Given the reactants [Cl:1][C:2]1[C:7]([NH2:8])=[CH:6][CH:5]=[CH:4][N:3]=1.C[Si]([N-][Si](C)(C)C)(C)C.[K+].[C:19](O[C:19]([O:21][C:22]([CH3:25])([CH3:24])[CH3:23])=[O:20])([O:21][C:22]([CH3:25])([CH3:24])[CH3:23])=[O:20], predict the reaction product. The product is: [Cl:1][C:2]1[C:7]([NH:8][C:19](=[O:20])[O:21][C:22]([CH3:25])([CH3:24])[CH3:23])=[CH:6][CH:5]=[CH:4][N:3]=1. (6) Given the reactants Cl.[CH2:2]([O:9][C:10]1[CH:16]=[CH:15][C:13]([NH2:14])=[CH:12][CH:11]=1)[C:3]1[CH:8]=[CH:7][CH:6]=[CH:5][CH:4]=1.[F:17][C:18]1[CH:23]=[CH:22][C:21]([NH:24][C:25]([C:27]2([C:30](O)=[O:31])[CH2:29][CH2:28]2)=[O:26])=[CH:20][CH:19]=1.CCN=C=NCCCN(C)C, predict the reaction product. The product is: [F:17][C:18]1[CH:19]=[CH:20][C:21]([NH:24][C:25]([C:27]2([C:30]([NH:14][C:13]3[CH:12]=[CH:11][C:10]([O:9][CH2:2][C:3]4[CH:4]=[CH:5][CH:6]=[CH:7][CH:8]=4)=[CH:16][CH:15]=3)=[O:31])[CH2:29][CH2:28]2)=[O:26])=[CH:22][CH:23]=1. (7) Given the reactants [F:1][C:2]1[CH:3]=[C:4]2[C:9](=[CH:10][C:11]=1[Cl:12])[C:8](=[O:13])[NH:7][CH:6]=[CH:5]2.BrC1C=C2C(=CC=1)C(=O)N([CH2:26][C:27]1[CH:32]=[CH:31][C:30]([O:33][CH3:34])=[CH:29][CH:28]=1)C=C2, predict the reaction product. The product is: [F:1][C:2]1[CH:3]=[C:4]2[C:9](=[CH:10][C:11]=1[Cl:12])[C:8](=[O:13])[N:7]([CH2:26][C:27]1[CH:32]=[CH:31][C:30]([O:33][CH3:34])=[CH:29][CH:28]=1)[CH:6]=[CH:5]2.